This data is from NCI-60 drug combinations with 297,098 pairs across 59 cell lines. The task is: Regression. Given two drug SMILES strings and cell line genomic features, predict the synergy score measuring deviation from expected non-interaction effect. (1) Drug 1: C1=CC(=CC=C1C#N)C(C2=CC=C(C=C2)C#N)N3C=NC=N3. Drug 2: CCN(CC)CCNC(=O)C1=C(NC(=C1C)C=C2C3=C(C=CC(=C3)F)NC2=O)C. Cell line: OVCAR3. Synergy scores: CSS=-4.61, Synergy_ZIP=0.774, Synergy_Bliss=-1.97, Synergy_Loewe=-5.14, Synergy_HSA=-4.70. (2) Drug 1: CC1=C(N=C(N=C1N)C(CC(=O)N)NCC(C(=O)N)N)C(=O)NC(C(C2=CN=CN2)OC3C(C(C(C(O3)CO)O)O)OC4C(C(C(C(O4)CO)O)OC(=O)N)O)C(=O)NC(C)C(C(C)C(=O)NC(C(C)O)C(=O)NCCC5=NC(=CS5)C6=NC(=CS6)C(=O)NCCC[S+](C)C)O. Drug 2: B(C(CC(C)C)NC(=O)C(CC1=CC=CC=C1)NC(=O)C2=NC=CN=C2)(O)O. Cell line: TK-10. Synergy scores: CSS=38.2, Synergy_ZIP=2.31, Synergy_Bliss=1.45, Synergy_Loewe=-13.4, Synergy_HSA=2.66.